Dataset: Forward reaction prediction with 1.9M reactions from USPTO patents (1976-2016). Task: Predict the product of the given reaction. Given the reactants [F:1][C:2]([F:14])([F:13])[C:3]([NH:5][C:6]1[CH:11]=[CH:10][C:9](I)=[CH:8][CH:7]=1)=[O:4].C1(P(C2C=CC=CC=2)C2C=CC=CC=2)C=CC=CC=1.[Cl:34][CH2:35][CH2:36][CH2:37][C:38]#[CH:39], predict the reaction product. The product is: [Cl:34][CH2:35][CH2:36][CH2:37][C:38]#[C:39][C:9]1[CH:10]=[CH:11][C:6]([NH:5][C:3](=[O:4])[C:2]([F:14])([F:13])[F:1])=[CH:7][CH:8]=1.